This data is from Catalyst prediction with 721,799 reactions and 888 catalyst types from USPTO. The task is: Predict which catalyst facilitates the given reaction. Reactant: [NH2:1][CH2:2][CH2:3][CH2:4][C:5]([OH:7])=[O:6].[C:8]1(=O)[O:13][C:11](=[O:12])[CH:10]=[CH:9]1. Product: [O:12]=[C:11]1[CH:10]=[CH:9][C:8](=[O:13])[N:1]1[CH2:2][CH2:3][CH2:4][C:5]([OH:7])=[O:6]. The catalyst class is: 15.